Dataset: Catalyst prediction with 721,799 reactions and 888 catalyst types from USPTO. Task: Predict which catalyst facilitates the given reaction. (1) Reactant: [F:1][C:2]1[CH:7]=[CH:6][C:5]([C:8]2[CH:12]=[C:11]([NH2:13])[NH:10][N:9]=2)=[CH:4][CH:3]=1.[Br:14][CH:15]([CH:18]=O)[CH:16]=O.O.C1(C)C=CC(S(O)(=O)=O)=CC=1. Product: [Br:14][C:15]1[CH:16]=[N:13][C:11]2[N:10]([N:9]=[C:8]([C:5]3[CH:4]=[CH:3][C:2]([F:1])=[CH:7][CH:6]=3)[CH:12]=2)[CH:18]=1. The catalyst class is: 412. (2) Reactant: [Cl-].[Al+3].[Cl-].[Cl-].[C:5]([N:8]1[C:17]2[C:12](=[CH:13][C:14]([C:18]3[CH:23]=[CH:22][C:21]([CH2:24][N:25]4[CH2:30][CH2:29][CH2:28][CH2:27][CH2:26]4)=[CH:20][CH:19]=3)=[CH:15][CH:16]=2)[C@H:11]([NH:31]C(=O)OC(C)C)[CH2:10][C@@H:9]1[CH3:38])(=[O:7])[CH3:6].C(N(CC)CC)C.CCOC(C)=O. Product: [C:5]([N:8]1[C:17]2[C:12](=[CH:13][C:14]([C:18]3[CH:23]=[CH:22][C:21]([CH2:24][N:25]4[CH2:30][CH2:29][CH2:28][CH2:27][CH2:26]4)=[CH:20][CH:19]=3)=[CH:15][CH:16]=2)[C@H:11]([NH2:31])[CH2:10][C@@H:9]1[CH3:38])(=[O:7])[CH3:6]. The catalyst class is: 61. (3) Reactant: Cl.[NH2:2][C:3]1[CH:4]=[C:5]([C:9]([NH:11][C:12]2[CH:13]=[C:14]([C:18]([NH:20][C:21]3[CH:22]=[C:23]([C:27]([NH:29][CH2:30][CH2:31][C:32]([OH:34])=[O:33])=[O:28])[N:24]([CH3:26])[CH:25]=3)=[O:19])[N:15]([CH3:17])[CH:16]=2)=[O:10])[N:6]([CH3:8])[CH:7]=1.[C:35]([O:39][C:40](O[C:40]([O:39][C:35]([CH3:38])([CH3:37])[CH3:36])=[O:41])=[O:41])([CH3:38])([CH3:37])[CH3:36].O.CC(O)=O. Product: [C:35]([O:39][C:40]([NH:2][C:3]1[CH:4]=[C:5]([C:9]([NH:11][C:12]2[CH:13]=[C:14]([C:18]([NH:20][C:21]3[CH:22]=[C:23]([C:27]([NH:29][CH2:30][CH2:31][C:32]([OH:34])=[O:33])=[O:28])[N:24]([CH3:26])[CH:25]=3)=[O:19])[N:15]([CH3:17])[CH:16]=2)=[O:10])[N:6]([CH3:8])[CH:7]=1)=[O:41])([CH3:38])([CH3:37])[CH3:36]. The catalyst class is: 3.